Dataset: Full USPTO retrosynthesis dataset with 1.9M reactions from patents (1976-2016). Task: Predict the reactants needed to synthesize the given product. (1) Given the product [C:51]([O:50][C:49]([N:48]([CH2:47][C:46]1[CH:57]=[C:42]([NH:41][C:39](=[O:40])[CH2:38][CH2:37][CH2:36][C:33]2[CH:34]=[CH:35][C:30]([B:25]([OH:27])[OH:26])=[CH:31][CH:32]=2)[CH:43]=[CH:44][C:45]=1[S:58]([CH:61]([CH3:63])[CH3:62])(=[O:60])=[O:59])[CH3:56])=[O:55])([CH3:54])([CH3:53])[CH3:52], predict the reactants needed to synthesize it. The reactants are: C(C1C=C(NC(=O)CCCC2C=CC([B:25]([OH:27])[OH:26])=CC=2)C=CC=1S(CC)(=O)=O)#N.Br[C:30]1[CH:35]=[CH:34][C:33]([CH2:36][CH2:37][CH2:38][C:39]([NH:41][C:42]2[CH:43]=[CH:44][C:45]([S:58]([CH:61]([CH3:63])[CH3:62])(=[O:60])=[O:59])=[C:46]([CH:57]=2)[CH2:47][N:48]([CH3:56])[C:49](=[O:55])[O:50][C:51]([CH3:54])([CH3:53])[CH3:52])=[O:40])=[CH:32][CH:31]=1.CC1(C)COB(B2OCC(C)(C)CO2)OC1.B(O)O. (2) Given the product [O:1]=[CH:2][CH2:3][CH2:4][C:5]1[C:14]2[O:13][CH2:12][C:11]3=[C:15]([C:18]([O:20][CH2:21][CH3:22])=[O:19])[N:16]=[CH:17][N:10]3[C:9]=2[CH:8]=[CH:7][CH:6]=1, predict the reactants needed to synthesize it. The reactants are: [OH:1][CH2:2][CH2:3][CH2:4][C:5]1[C:14]2[O:13][CH2:12][C:11]3=[C:15]([C:18]([O:20][CH2:21][CH3:22])=[O:19])[N:16]=[CH:17][N:10]3[C:9]=2[CH:8]=[CH:7][CH:6]=1.CC(OI1(OC(C)=O)(OC(C)=O)OC(=O)C2C=CC=CC1=2)=O. (3) Given the product [ClH:18].[F:7][C:8]1[N:13]=[CH:12][C:11]([C:19]2[C:24]([C:25]3[CH:30]=[CH:29][N:28]=[C:27]([CH3:31])[CH:26]=3)=[CH:23][N:22]=[C:21]([N:32]3[CH2:37][C@H:36]([CH3:38])[O:35][C@H:34]([CH3:39])[CH2:33]3)[N:20]=2)=[C:10]([CH3:17])[CH:9]=1, predict the reactants needed to synthesize it. The reactants are: C(=O)([O-])[O-].[Na+].[Na+].[F:7][C:8]1[N:13]=[CH:12][C:11](B(O)O)=[C:10]([CH3:17])[CH:9]=1.[Cl:18][C:19]1[C:24]([C:25]2[CH:30]=[CH:29][N:28]=[C:27]([CH3:31])[CH:26]=2)=[CH:23][N:22]=[C:21]([N:32]2[CH2:37][C@H:36]([CH3:38])[O:35][C@H:34]([CH3:39])[CH2:33]2)[N:20]=1. (4) Given the product [NH:1]1[C:9]2[C:4](=[CH:5][CH:6]=[CH:7][CH:8]=2)[C:3](/[CH:10]=[C:11]2\[O:12][C:13]3[C:20]([CH2:33][N:22]4[CH2:32][CH2:31][CH2:30][CH:24]([C:25]([O:27][CH2:28][CH3:29])=[O:26])[CH2:23]4)=[C:19]([OH:21])[CH:18]=[CH:17][C:14]=3[C:15]\2=[O:16])=[CH:2]1, predict the reactants needed to synthesize it. The reactants are: [NH:1]1[C:9]2[C:4](=[CH:5][CH:6]=[CH:7][CH:8]=2)[C:3](/[CH:10]=[C:11]2\[O:12][C:13]3[CH:20]=[C:19]([OH:21])[CH:18]=[CH:17][C:14]=3[C:15]\2=[O:16])=[CH:2]1.[NH:22]1[CH2:32][CH2:31][CH2:30][CH:24]([C:25]([O:27][CH2:28][CH3:29])=[O:26])[CH2:23]1.[CH2:33]=O.